Dataset: Reaction yield outcomes from USPTO patents with 853,638 reactions. Task: Predict the reaction yield, written as a fraction of the theoretical maximum amount of product (1.0 means a 100% yield; for example, 0.34 means a 34% yield). (1) The reactants are Cl.Cl.[N:3]12[CH2:11][CH2:10][CH:7]([CH2:8][CH2:9]1)[NH:6][CH2:5][CH2:4]2.O.[OH-].[Na+]. No catalyst specified. The product is [N:3]12[CH2:11][CH2:10][CH:7]([CH2:8][CH2:9]1)[NH:6][CH2:5][CH2:4]2. The yield is 0.760. (2) The reactants are [CH3:1][O:2][CH2:3][CH2:4][O:5][C:6]1[CH:7]=[C:8]2[C:12](=[C:13]([N+:15]([O-:17])=[O:16])[CH:14]=1)[NH:11][C:10]([C:18]([O:20][CH2:21][CH3:22])=[O:19])=[CH:9]2.[C:23](=O)([OH:29])[O:24][C:25]([CH3:28])([CH3:27])[CH3:26].O1CCCC1. The catalyst is CN(C1C=CN=CC=1)C.C(OCC)(=O)C.O. The product is [CH3:1][O:2][CH2:3][CH2:4][O:5][C:6]1[CH:7]=[C:8]2[C:12](=[C:13]([N+:15]([O-:17])=[O:16])[CH:14]=1)[N:11]([C:23]([O:24][C:25]([CH3:28])([CH3:27])[CH3:26])=[O:29])[C:10]([C:18]([O:20][CH2:21][CH3:22])=[O:19])=[CH:9]2. The yield is 0.960. (3) The reactants are [F:1][C:2]1[CH:7]=[CH:6][C:5]([NH:8][C:9]2[N:10]([CH3:26])[C:11]3[C:20]4[C:19](=[O:21])[NH:18][C:17]([CH:22]=[O:23])=[C:16]([CH3:24])[C:15]=4[CH:14]=[CH:13][C:12]=3[N:25]=2)=[C:4]([CH3:27])[CH:3]=1.[CH:28]([Mg]Br)=[CH2:29]. The catalyst is C1COCC1. The product is [F:1][C:2]1[CH:7]=[CH:6][C:5]([NH:8][C:9]2[N:10]([CH3:26])[C:11]3[C:20]4[C:19](=[O:21])[NH:18][C:17]([CH:22]([OH:23])[CH:28]=[CH2:29])=[C:16]([CH3:24])[C:15]=4[CH:14]=[CH:13][C:12]=3[N:25]=2)=[C:4]([CH3:27])[CH:3]=1. The yield is 0.910. (4) The reactants are [N:1]1([C:7]2[S:15][C:14]3[S:13](=[O:17])(=[O:16])[N:12](COCC[Si](C)(C)C)[CH2:11][C:10]([C:27]4[CH:36]=[CH:35][C:34]5[C:29](=[CH:30][CH:31]=[CH:32][CH:33]=5)[CH:28]=4)([OH:26])[C:9]=3[CH:8]=2)[CH2:6][CH2:5][O:4][CH2:3][CH2:2]1.[F-].C([N+](CCCC)(CCCC)CCCC)CCC. The catalyst is C1COCC1. The product is [N:1]1([C:7]2[S:15][C:14]3[S:13](=[O:17])(=[O:16])[NH:12][CH2:11][C:10]([C:27]4[CH:36]=[CH:35][C:34]5[C:29](=[CH:30][CH:31]=[CH:32][CH:33]=5)[CH:28]=4)([OH:26])[C:9]=3[CH:8]=2)[CH2:2][CH2:3][O:4][CH2:5][CH2:6]1. The yield is 0.550. (5) The reactants are C([SiH2][O:6][C:7](C)(C)[C:8]1[CH:13]=[C:12]([NH:14][C:15]2[CH:20]=[CH:19][C:18]([O:21][C:22]([F:25])([F:24])[F:23])=[CH:17][CH:16]=2)[N:11]=[C:10]([NH:26][C:27]2[CH:32]=[CH:31][C:30]([N:33]3[CH:37]=[C:36]([CH3:38])[N:35]=[CH:34]3)=[C:29]([O:39][CH3:40])[CH:28]=2)[CH:9]=1)(C)(C)C.[F-].C([N+](CCCC)(CCCC)CCCC)CCC. The catalyst is O1CCCC1. The product is [CH3:40][O:39][C:29]1[CH:28]=[C:27]([NH:26][C:10]2[CH:9]=[C:8]([CH2:7][OH:6])[CH:13]=[C:12]([NH:14][C:15]3[CH:20]=[CH:19][C:18]([O:21][C:22]([F:24])([F:25])[F:23])=[CH:17][CH:16]=3)[N:11]=2)[CH:32]=[CH:31][C:30]=1[N:33]1[CH:37]=[C:36]([CH3:38])[N:35]=[CH:34]1. The yield is 0.100. (6) The reactants are [C:1]([O:5][C:6]([N:8]1[CH2:12][CH2:11][CH2:10][C@@H:9]1[C:13]([OH:15])=O)=[O:7])([CH3:4])([CH3:3])[CH3:2].[NH2:16][C:17]1[CH:18]=[C:19]([NH:27][C:28]2[N:37]=[CH:36][C:35]3[N:34]([CH3:38])[C:33](=[O:39])[CH2:32][N:31]([CH:40]([CH3:42])[CH3:41])[C:30]=3[N:29]=2)[CH:20]=[C:21]([S:23]([CH3:26])(=[O:25])=[O:24])[CH:22]=1. No catalyst specified. The product is [C:1]([O:5][C:6]([N:8]1[CH2:12][CH2:11][CH2:10][C@@H:9]1[C:13](=[O:15])[NH:16][C:17]1[CH:22]=[C:21]([S:23]([CH3:26])(=[O:24])=[O:25])[CH:20]=[C:19]([NH:27][C:28]2[N:37]=[CH:36][C:35]3[N:34]([CH3:38])[C:33](=[O:39])[CH2:32][N:31]([CH:40]([CH3:42])[CH3:41])[C:30]=3[N:29]=2)[CH:18]=1)=[O:7])([CH3:2])([CH3:3])[CH3:4]. The yield is 0.295. (7) The reactants are [I:1]I.[Cl:3][C:4]1[CH:5]=[CH:6][C:7]([NH2:10])=[N:8][CH:9]=1. The catalyst is C(O)C.S([O-])([O-])(=O)=O.[Ag+2]. The product is [Cl:3][C:4]1[CH:5]=[C:6]([I:1])[C:7]([NH2:10])=[N:8][CH:9]=1. The yield is 0.640. (8) No catalyst specified. The product is [N+:11]([C:5]1[CH:4]=[CH:3][C:2]([C:1]([OH:22])=[O:14])=[CH:10][C:6]=1[C:7]([OH:9])=[O:8])([O-:13])=[O:12]. The yield is 0.530. The reactants are [CH3:1][C:2]1[CH:3]=[CH:4][C:5]([N+:11]([O-:13])=[O:12])=[C:6]([CH:10]=1)[C:7]([OH:9])=[O:8].[OH-:14].[K+].[O-][Mn](=O)(=O)=O.[K+].[OH2:22].